From a dataset of Catalyst prediction with 721,799 reactions and 888 catalyst types from USPTO. Predict which catalyst facilitates the given reaction. (1) Reactant: [F:1][C:2]1[CH:7]=[CH:6][C:5]([C:8]#[C:9][C:10]([OH:12])=O)=[CH:4][CH:3]=1.[Cl:13][C:14]1[CH:15]=[CH:16][C:17]([CH3:26])=[C:18]([N:20]2[CH2:25][CH2:24][NH:23][CH2:22][CH2:21]2)[CH:19]=1.CCN(CC)CC.C(P1(=O)OP(CCC)(=O)OP(CCC)(=O)O1)CC. The catalyst class is: 2. Product: [Cl:13][C:14]1[CH:15]=[CH:16][C:17]([CH3:26])=[C:18]([N:20]2[CH2:21][CH2:22][N:23]([C:10](=[O:12])[C:9]#[C:8][C:5]3[CH:4]=[CH:3][C:2]([F:1])=[CH:7][CH:6]=3)[CH2:24][CH2:25]2)[CH:19]=1. (2) Reactant: Br[CH2:2][C:3]([O:5][CH2:6][CH3:7])=[O:4].[CH2:8]([NH2:11])[CH:9]=[CH2:10]. Product: [CH2:6]([O:5][C:3](=[O:4])[CH2:2][NH:11][CH2:8][CH:9]=[CH2:10])[CH3:7]. The catalyst class is: 7. (3) Reactant: [H-].[Na+].[OH:3][CH:4]([CH2:10][CH3:11])[C:5]([O:7][CH2:8][CH3:9])=[O:6].Cl[C:13]1[CH:14]=[CH:15][C:16]2[N:17]([C:19]([C:22]3[S:23][CH:24]=[CH:25][CH:26]=3)=[N:20][N:21]=2)[N:18]=1. Product: [S:23]1[CH:24]=[CH:25][CH:26]=[C:22]1[C:19]1[N:17]2[N:18]=[C:13]([O:3][CH:4]([CH2:10][CH3:11])[C:5]([O:7][CH2:8][CH3:9])=[O:6])[CH:14]=[CH:15][C:16]2=[N:21][N:20]=1. The catalyst class is: 3. (4) Reactant: [Br:1][C:2]1[C:10]2[O:9][C:8]([C:11]([OH:13])=O)=[CH:7][C:6]=2[CH:5]=[C:4]([F:14])[CH:3]=1.Cl.Cl.[NH2:17][C@@H:18]1[CH:23]2[CH2:24][CH2:25][N:20]([CH2:21][CH2:22]2)[CH2:19]1.CN(C(ON1N=NC2C=CC=NC1=2)=[N+](C)C)C.F[P-](F)(F)(F)(F)F.C(N(CC)C(C)C)(C)C. Product: [N:20]12[CH2:25][CH2:24][CH:23]([CH2:22][CH2:21]1)[C@@H:18]([NH:17][C:11]([C:8]1[O:9][C:10]3[C:2]([Br:1])=[CH:3][C:4]([F:14])=[CH:5][C:6]=3[CH:7]=1)=[O:13])[CH2:19]2. The catalyst class is: 3. (5) Reactant: [CH3:1][N:2]1[C:10]2[N:9]=[C:8]([Br:11])[N:7]([CH2:12][C:13]#[C:14][CH3:15])[C:6]=2[C:5](=[O:16])[NH:4][C:3]1=[O:17].Br[CH2:19][C:20]1[S:21][C:22]2[CH:28]=[CH:27][C:26]([Cl:29])=[CH:25][C:23]=2[N:24]=1.C(=O)([O-])[O-].[K+].[K+].O. Product: [Cl:29][C:26]1[CH:27]=[CH:28][C:22]2[S:21][C:20]([CH2:19][N:4]3[C:5](=[O:16])[C:6]4[N:7]([CH2:12][C:13]#[C:14][CH3:15])[C:8]([Br:11])=[N:9][C:10]=4[N:2]([CH3:1])[C:3]3=[O:17])=[N:24][C:23]=2[CH:25]=1. The catalyst class is: 9. (6) Reactant: [CH2:1]([C:5]1=[CH:6][N:7]([C:24]([CH3:27])([CH3:26])[CH3:25])[S:8]/[C:9]/1=[N:10]\[C:11]([C@@:13]12[C:19]([CH3:21])([CH3:20])[C@@:16]([CH3:22])([CH2:17][CH2:18]1)[C:15](=[O:23])[O:14]2)=[O:12])[CH2:2][CH2:3][CH3:4].[OH-:28].[K+].Cl. Product: [CH2:1]([C:5]1=[CH:6][N:7]([C:24]([CH3:26])([CH3:25])[CH3:27])[S:8]/[C:9]/1=[N:10]\[C:11]([C@:13]1([OH:28])[CH2:18][CH2:17][C@@:16]([CH3:22])([C:15]([OH:14])=[O:23])[C:19]1([CH3:20])[CH3:21])=[O:12])[CH2:2][CH2:3][CH3:4]. The catalyst class is: 40. (7) Reactant: [Cl:1][C:2]1[CH:3]=[C:4]([CH:36]=[CH:37][C:38]=1[F:39])[CH2:5][N:6]1[CH:20]=[C:19]([N:21](C(OC(C)(C)C)=O)[S:22]([CH3:25])(=[O:24])=[O:23])[C:18]2[N:11]3[CH2:12][CH2:13][N:14]([CH3:17])[C:15](=[O:16])[C:10]3=[C:9]([O:33][CH3:34])[C:8]=2[C:7]1=[O:35].FC(F)(F)C(O)=O. Product: [Cl:1][C:2]1[CH:3]=[C:4]([CH:36]=[CH:37][C:38]=1[F:39])[CH2:5][N:6]1[CH:20]=[C:19]([NH:21][S:22]([CH3:25])(=[O:24])=[O:23])[C:18]2[N:11]3[CH2:12][CH2:13][N:14]([CH3:17])[C:15](=[O:16])[C:10]3=[C:9]([O:33][CH3:34])[C:8]=2[C:7]1=[O:35]. The catalyst class is: 4. (8) Reactant: Br[C:2]1[C:10]2[C:9](=[O:11])[N:8]([CH3:12])[C:7](=[O:13])[N:6]([CH2:14][CH:15]([CH3:17])[CH3:16])[C:5]=2[S:4][C:3]=1[CH2:18][C:19]1[CH:24]=[CH:23][CH:22]=[CH:21][C:20]=1[C:25]([F:28])([F:27])[F:26].[C:29](=[O:31])=[O:30]. Product: [CH3:12][N:8]1[C:9](=[O:11])[C:10]2[C:2]([C:29]([OH:31])=[O:30])=[C:3]([CH2:18][C:19]3[CH:24]=[CH:23][CH:22]=[CH:21][C:20]=3[C:25]([F:28])([F:27])[F:26])[S:4][C:5]=2[N:6]([CH2:14][CH:15]([CH3:17])[CH3:16])[C:7]1=[O:13]. The catalyst class is: 1. (9) Reactant: [C:1](=[O:12])(OC(Cl)(Cl)Cl)OC(Cl)(Cl)Cl.[NH2:13][C:14]1[CH:15]=[C:16]([CH:33]=[CH:34][C:35]=1[F:36])[O:17][C:18]1[N:23]=[C:22]2[S:24][C:25]([NH:27][C:28]([CH:30]3[CH2:32][CH2:31]3)=[O:29])=[N:26][C:21]2=[CH:20][CH:19]=1.C(N(CC)CC)C.[F:44][C:45]([F:55])([F:54])[C:46]1[CH:47]=[C:48]([CH2:52][NH2:53])[CH:49]=[CH:50][CH:51]=1. Product: [F:36][C:35]1[CH:34]=[CH:33][C:16]([O:17][C:18]2[N:23]=[C:22]3[S:24][C:25]([NH:27][C:28]([CH:30]4[CH2:32][CH2:31]4)=[O:29])=[N:26][C:21]3=[CH:20][CH:19]=2)=[CH:15][C:14]=1[NH:13][C:1](=[O:12])[NH:53][CH2:52][C:48]1[CH:49]=[CH:50][CH:51]=[C:46]([C:45]([F:44])([F:54])[F:55])[CH:47]=1. The catalyst class is: 54.